Dataset: Forward reaction prediction with 1.9M reactions from USPTO patents (1976-2016). Task: Predict the product of the given reaction. (1) Given the reactants [NH2:1][C:2]1[N:10]=[CH:9][N:8]=[C:7]2[C:3]=1[N:4]=[C:5]([CH:32]=C)[N:6]2[C:11]1[CH:16]=[CH:15][C:14]([NH:17][C:18]([NH:20][C:21]2[CH:26]=[CH:25][C:24]([Cl:27])=[C:23]([C:28]([F:31])([F:30])[F:29])[CH:22]=2)=[O:19])=[CH:13][CH:12]=1.I([O-])(=O)(=O)=[O:35].[Na+], predict the reaction product. The product is: [NH2:1][C:2]1[N:10]=[CH:9][N:8]=[C:7]2[C:3]=1[N:4]=[C:5]([CH:32]=[O:35])[N:6]2[C:11]1[CH:16]=[CH:15][C:14]([NH:17][C:18]([NH:20][C:21]2[CH:26]=[CH:25][C:24]([Cl:27])=[C:23]([C:28]([F:31])([F:30])[F:29])[CH:22]=2)=[O:19])=[CH:13][CH:12]=1. (2) Given the reactants CN(C1C(C2C(P(C3CCCCC3)C3CCCCC3)=CC=CC=2)=CC=CC=1)C.CC(C)([O-])C.[Na+].Br[C:36]1[CH:41]=[CH:40][CH:39]=[C:38]([O:42][CH:43]([CH3:45])[CH3:44])[N:37]=1.[NH2:46][C@H:47]1[C:56]2[C:51](=[CH:52][CH:53]=[CH:54][CH:55]=2)[N:50]([C:57](=[O:59])[CH3:58])[C@@H:49]([CH:60]2[CH2:62][CH2:61]2)[C@@H:48]1[CH3:63], predict the reaction product. The product is: [CH:60]1([C@H:49]2[C@H:48]([CH3:63])[C@@H:47]([NH:46][C:36]3[CH:41]=[CH:40][CH:39]=[C:38]([O:42][CH:43]([CH3:45])[CH3:44])[N:37]=3)[C:56]3[C:51](=[CH:52][CH:53]=[CH:54][CH:55]=3)[N:50]2[C:57](=[O:59])[CH3:58])[CH2:61][CH2:62]1. (3) Given the reactants [C:1]([C:4]1[CH:17]=[CH:16][C:15]2[C:14]3[C:9](=[CH:10][CH:11]=[CH:12][CH:13]=3)[CH:8]=[CH:7][C:6]=2[CH:5]=1)(O)=[O:2].S(Cl)(Cl)=O.[NH:22]1[CH2:27][CH2:26][NH:25][CH:24]([C:28]([OH:30])=[O:29])[CH:23]1[C:31]([OH:33])=[O:32].[OH-].[Na+].Cl, predict the reaction product. The product is: [CH:5]1[C:6]2[CH:7]=[CH:8][C:9]3[C:14](=[CH:13][CH:12]=[CH:11][CH:10]=3)[C:15]=2[CH:16]=[CH:17][C:4]=1[C:1]([N:22]1[CH2:27][CH2:26][NH:25][C@H:24]([C:28]([OH:30])=[O:29])[C@@H:23]1[C:31]([OH:33])=[O:32])=[O:2]. (4) Given the reactants Cl[C:2]1[C:3]([F:15])=[C:4]([N:8]2[CH2:13][CH2:12][NH:11][CH2:10][C@H:9]2[CH3:14])[CH:5]=[CH:6][CH:7]=1.[C:16]1(B(O)O)[CH:21]=[CH:20][CH:19]=[CH:18][CH:17]=1.[O-]P([O-])([O-])=O.[K+].[K+].[K+].C1(P(C2CCCCC2)C2C=CC=CC=2C2C(CCC)=CC(CCC)=CC=2CCC)CCCCC1, predict the reaction product. The product is: [F:15][C:3]1[C:4]([N:8]2[CH2:13][CH2:12][NH:11][CH2:10][C@H:9]2[CH3:14])=[CH:5][CH:6]=[CH:7][C:2]=1[C:16]1[CH:21]=[CH:20][CH:19]=[CH:18][CH:17]=1. (5) The product is: [CH3:14][N:4]1[CH:5]=[CH:6][C:7]2[C:12](=[CH:11][N:10]=[CH:9][CH:8]=2)[C:3]1=[O:13]. Given the reactants [H-].[Na+].[C:3]1(=[O:13])[C:12]2[C:7](=[CH:8][CH:9]=[N:10][CH:11]=2)[CH:6]=[CH:5][NH:4]1.[CH3:14]I.[NH4+].[Cl-], predict the reaction product. (6) Given the reactants Br[C:2]1[CH:11]=[C:10]2[C:5]([CH:6]=[CH:7][C:8]([N:12]3[CH2:17][CH2:16][O:15][CH2:14][CH2:13]3)=[N:9]2)=[N:4][CH:3]=1.[NH2:18][C:19]1[O:20][C:21]2[CH:27]=[CH:26][C:25](B(O)O)=[CH:24][C:22]=2[N:23]=1.C([O-])([O-])=O.[Na+].[Na+], predict the reaction product. The product is: [O:15]1[CH2:16][CH2:17][N:12]([C:8]2[N:9]=[C:10]3[C:5](=[CH:6][CH:7]=2)[N:4]=[CH:3][C:2]([C:25]2[CH:26]=[CH:27][C:21]4[O:20][C:19]([NH2:18])=[N:23][C:22]=4[CH:24]=2)=[CH:11]3)[CH2:13][CH2:14]1. (7) Given the reactants [CH3:1][CH:2]1[CH2:7][CH2:6][CH2:5][CH2:4][CH:3]1[C:8]([OH:10])=O.[CH:11]1([CH2:14][CH2:15][NH:16][C:17]([C:19]2[N:20]=[N:21][C:22]([N:25]3[CH2:30][CH2:29][NH:28][CH2:27][CH2:26]3)=[CH:23][CH:24]=2)=[O:18])[CH2:13][CH2:12]1, predict the reaction product. The product is: [CH:11]1([CH2:14][CH2:15][NH:16][C:17]([C:19]2[N:20]=[N:21][C:22]([N:25]3[CH2:30][CH2:29][N:28]([C:8]([CH:3]4[CH2:4][CH2:5][CH2:6][CH2:7][CH:2]4[CH3:1])=[O:10])[CH2:27][CH2:26]3)=[CH:23][CH:24]=2)=[O:18])[CH2:13][CH2:12]1.